This data is from Catalyst prediction with 721,799 reactions and 888 catalyst types from USPTO. The task is: Predict which catalyst facilitates the given reaction. (1) Reactant: [Cl:1][C:2]1[CH:3]=[C:4]([CH:8]=[C:9]([Cl:27])[C:10]=1[C:11]([N:13]1[C:21]2[CH:20]=[CH:19][N:18]=[C:17]([C:22]([CH:24]3[CH2:26][CH2:25]3)=[O:23])[C:16]=2[CH:15]=[CH:14]1)=[O:12])[C:5]([OH:7])=O.C(N=C=NCCCN(C)C)C.ON1C2C=CC=CC=2N=N1.[NH2:49][CH2:50][CH2:51][NH:52][C:53](=[O:59])[O:54][C:55]([CH3:58])([CH3:57])[CH3:56].C(=O)(O)[O-].[Na+]. Product: [Cl:1][C:2]1[CH:3]=[C:4]([CH:8]=[C:9]([Cl:27])[C:10]=1[C:11]([N:13]1[C:21]2[CH:20]=[CH:19][N:18]=[C:17]([C:22]([CH:24]3[CH2:25][CH2:26]3)=[O:23])[C:16]=2[CH:15]=[CH:14]1)=[O:12])[C:5]([NH:49][CH2:50][CH2:51][NH:52][C:53](=[O:59])[O:54][C:55]([CH3:57])([CH3:56])[CH3:58])=[O:7]. The catalyst class is: 9. (2) Reactant: CC([O-])(C)C.[Na+].[NH:7]1[C:15]2[C:10](=[CH:11][CH:12]=[CH:13][CH:14]=2)[CH:9]=[CH:8]1.Br[C:17]1[CH:22]=[CH:21][C:20]([F:23])=[CH:19][CH:18]=1. Product: [F:23][C:20]1[CH:21]=[CH:22][C:17]([N:7]2[C:15]3[C:10](=[CH:11][CH:12]=[CH:13][CH:14]=3)[CH:9]=[CH:8]2)=[CH:18][CH:19]=1. The catalyst class is: 187. (3) Reactant: [H-].C([Al+]CC(C)C)C(C)C.[C:11]([O:15][C:16]([NH:18][CH:19]1[CH2:24][CH2:23][N:22]([C:25]([CH3:32])([CH3:31])[C:26](OCC)=[O:27])[CH2:21][CH2:20]1)=[O:17])([CH3:14])([CH3:13])[CH3:12]. Product: [OH:27][CH2:26][C:25]([N:22]1[CH2:23][CH2:24][CH:19]([NH:18][C:16](=[O:17])[O:15][C:11]([CH3:14])([CH3:13])[CH3:12])[CH2:20][CH2:21]1)([CH3:32])[CH3:31]. The catalyst class is: 4. (4) Reactant: [H-].[H-].[H-].[H-].[Li+].[Al+3].C[O:8][C:9]([C:11]1[CH:16]=[CH:15][N:14]=[C:13]([C:17]2[CH:22]=[CH:21][CH:20]=[CH:19][N:18]=2)[CH:12]=1)=O.O.[OH-].[Na+]. Product: [N:14]1[CH:15]=[CH:16][C:11]([CH2:9][OH:8])=[CH:12][C:13]=1[C:17]1[CH:22]=[CH:21][CH:20]=[CH:19][N:18]=1. The catalyst class is: 1. (5) Reactant: [OH-].[Na+].C[O:4][C:5](=[O:52])[C:6]1[CH:11]=[C:10]([CH2:12][N:13]2[CH2:19][CH2:18][CH2:17][C@H:16]([N:20]([CH2:27][C:28]3[CH:33]=[C:32]([C:34]([F:37])([F:36])[F:35])[CH:31]=[C:30]([C:38]([F:41])([F:40])[F:39])[CH:29]=3)[C:21]3[N:22]=[N:23][N:24]([CH3:26])[N:25]=3)[C:15]3[CH:42]=[C:43]([CH3:50])[C:44]([C:46]([F:49])([F:48])[F:47])=[CH:45][C:14]2=3)[CH:9]=[CH:8][C:7]=1[OH:51].Cl. Product: [F:36][C:34]([F:35])([F:37])[C:32]1[CH:33]=[C:28]([CH:29]=[C:30]([C:38]([F:41])([F:40])[F:39])[CH:31]=1)[CH2:27][N:20]([C:21]1[N:22]=[N:23][N:24]([CH3:26])[N:25]=1)[C@H:16]1[CH2:17][CH2:18][CH2:19][N:13]([CH2:12][C:10]2[CH:9]=[CH:8][C:7]([OH:51])=[C:6]([CH:11]=2)[C:5]([OH:52])=[O:4])[C:14]2[CH:45]=[C:44]([C:46]([F:47])([F:48])[F:49])[C:43]([CH3:50])=[CH:42][C:15]1=2. The catalyst class is: 5. (6) Reactant: [C:1]([O:5][C:6]([N:8]1[CH2:13][CH2:12][C@H:11]([C:14]2[CH:36]=[CH:35][C:17]3[C:18]4[N:22]([CH2:23][CH2:24][O:25][C:16]=3[CH:15]=2)[CH:21]=[C:20]([C:26]2[N:27]([CH:32]([CH3:34])[CH3:33])[N:28]=[C:29]([CH3:31])[N:30]=2)[N:19]=4)[C@H:10]([O:37]C(=O)CCl)[CH2:9]1)=[O:7])([CH3:4])([CH3:3])[CH3:2].[OH-].[Na+]. Product: [C:1]([O:5][C:6]([N:8]1[CH2:13][CH2:12][C@H:11]([C:14]2[CH:36]=[CH:35][C:17]3[C:18]4[N:22]([CH2:23][CH2:24][O:25][C:16]=3[CH:15]=2)[CH:21]=[C:20]([C:26]2[N:27]([CH:32]([CH3:33])[CH3:34])[N:28]=[C:29]([CH3:31])[N:30]=2)[N:19]=4)[C@H:10]([OH:37])[CH2:9]1)=[O:7])([CH3:2])([CH3:4])[CH3:3]. The catalyst class is: 12. (7) Reactant: [O:1]=[C:2]1[N:7]([CH2:8][CH2:9][CH3:10])[N:6]=[C:5]([C:11]2[S:15][C:14]([C:16]([O:18]CC)=O)=[N:13][C:12]=2[C:21]2[CH:26]=[CH:25][CH:24]=[CH:23][CH:22]=2)[CH:4]=[CH:3]1.[CH2:27]([NH2:30])[CH2:28][CH3:29]. Product: [O:1]=[C:2]1[N:7]([CH2:8][CH2:9][CH3:10])[N:6]=[C:5]([C:11]2[S:15][C:14]([C:16]([NH:30][CH2:27][CH2:28][CH3:29])=[O:18])=[N:13][C:12]=2[C:21]2[CH:22]=[CH:23][CH:24]=[CH:25][CH:26]=2)[CH:4]=[CH:3]1. The catalyst class is: 7.